Dataset: Peptide-MHC class II binding affinity with 134,281 pairs from IEDB. Task: Regression. Given a peptide amino acid sequence and an MHC pseudo amino acid sequence, predict their binding affinity value. This is MHC class II binding data. (1) The peptide sequence is EKKYPAATQFEPLAA. The MHC is HLA-DQA10501-DQB10301 with pseudo-sequence HLA-DQA10501-DQB10301. The binding affinity (normalized) is 0.191. (2) The peptide sequence is STWYGKPTAAGPKDN. The MHC is DRB1_0901 with pseudo-sequence DRB1_0901. The binding affinity (normalized) is 0.136. (3) The peptide sequence is DFLAKKGGEAMDTIS. The MHC is DRB1_1101 with pseudo-sequence DRB1_1101. The binding affinity (normalized) is 0.605. (4) The binding affinity (normalized) is 0. The MHC is HLA-DQA10501-DQB10201 with pseudo-sequence HLA-DQA10501-DQB10201. The peptide sequence is TMLLGMLMICSAA. (5) The peptide sequence is FGQNTGAIAAAEARY. The MHC is HLA-DQA10102-DQB10502 with pseudo-sequence HLA-DQA10102-DQB10502. The binding affinity (normalized) is 0.635. (6) The peptide sequence is ATFEAMYLGTCKTLT. The MHC is DRB1_1001 with pseudo-sequence DRB1_1001. The binding affinity (normalized) is 0.697. (7) The peptide sequence is DCLLCAYSIEFGTNI. The MHC is HLA-DQA10101-DQB10501 with pseudo-sequence HLA-DQA10101-DQB10501. The binding affinity (normalized) is 0.596. (8) The peptide sequence is CPDVMSAGESKHGLTNTA. The MHC is DRB1_1501 with pseudo-sequence DRB1_1501. The binding affinity (normalized) is 0. (9) The peptide sequence is LKLTSGKIASCLNDN. The MHC is DRB1_0802 with pseudo-sequence DRB1_0802. The binding affinity (normalized) is 0.386.